Dataset: Forward reaction prediction with 1.9M reactions from USPTO patents (1976-2016). Task: Predict the product of the given reaction. (1) Given the reactants [CH3:1][C:2](C)([O-])[CH3:3].[K+].[CH3:7][C:8]1[CH:13]=[CH:12][C:11]([C:14]([C:16]2[NH:17][CH:18]=[CH:19][CH:20]=2)=[O:15])=[CH:10][CH:9]=1.C(Br)C=C, predict the reaction product. The product is: [CH2:3]([N:17]1[CH:18]=[CH:19][CH:20]=[C:16]1[C:14]([C:11]1[CH:10]=[CH:9][C:8]([CH3:7])=[CH:13][CH:12]=1)=[O:15])[CH:2]=[CH2:1]. (2) Given the reactants [CH3:1][P:2](Cl)(Cl)=[S:3].[H-].[Na+].[CH:8]1[C:13]([N+:14]([O-:16])=[O:15])=[CH:12][CH:11]=[C:10]([OH:17])[CH:9]=1, predict the reaction product. The product is: [N+:14]([C:13]1[CH:12]=[CH:11][C:10]([O:17][P:2]([CH3:1])(=[S:3])[O:17][C:10]2[CH:9]=[CH:8][C:13]([N+:14]([O-:16])=[O:15])=[CH:12][CH:11]=2)=[CH:9][CH:8]=1)([O-:16])=[O:15]. (3) Given the reactants [CH3:1][S:2]([NH:5][C:6]([C:9]1[CH:18]=[CH:17][C:12]([C:13]([O:15]C)=O)=[CH:11][CH:10]=1)([CH3:8])[CH3:7])(=[O:4])=[O:3].[CH3:19][C:20]1[C:21]([N:27]2[CH2:32][CH2:31][NH:30][CH2:29][CH2:28]2)=[N:22][CH:23]=[C:24]([CH3:26])[CH:25]=1, predict the reaction product. The product is: [CH3:19][C:20]1[C:21]([N:27]2[CH2:28][CH2:29][N:30]([C:13]([C:12]3[CH:11]=[CH:10][C:9]([C:6]([NH:5][S:2]([CH3:1])(=[O:3])=[O:4])([CH3:7])[CH3:8])=[CH:18][CH:17]=3)=[O:15])[CH2:31][CH2:32]2)=[N:22][CH:23]=[C:24]([CH3:26])[CH:25]=1. (4) Given the reactants CC(C[AlH]CC(C)C)C.[C:10]1([C:16]2[S:20][C:19]3=[N:21][C:22]([CH2:24][C:25](OCC)=[O:26])=[CH:23][N:18]3[CH:17]=2)[CH:15]=[CH:14][CH:13]=[CH:12][CH:11]=1, predict the reaction product. The product is: [C:10]1([C:16]2[S:20][C:19]3=[N:21][C:22]([CH2:24][CH2:25][OH:26])=[CH:23][N:18]3[CH:17]=2)[CH:11]=[CH:12][CH:13]=[CH:14][CH:15]=1. (5) Given the reactants [Br:1][C:2]1[CH:3]=[C:4]([NH:8][C:9]2[C:18]3[C:13](=[CH:14][C:15]([O:24][CH3:25])=[C:16]([O:22][CH3:23])[C:17]=3[N+:19]([O-])=O)[N:12]=[CH:11][N:10]=2)[CH:5]=[CH:6][CH:7]=1.[NH4+].[Cl-].O.C(Cl)(Cl)Cl, predict the reaction product. The product is: [Br:1][C:2]1[CH:3]=[C:4]([NH:8][C:9]2[C:18]3[C:17]([NH2:19])=[C:16]([O:22][CH3:23])[C:15]([O:24][CH3:25])=[CH:14][C:13]=3[N:12]=[CH:11][N:10]=2)[CH:5]=[CH:6][CH:7]=1. (6) Given the reactants [CH3:1][S:2][C:3]1[N:8]=[C:7]([Sn](CCCC)(CCCC)CCCC)[CH:6]=[CH:5][N:4]=1.[C:22]([O:26][C:27](=[O:40])[N:28]([C:30]1[C:31]2[N:32]([C:36](Br)=[CH:37][N:38]=2)[CH:33]=[CH:34][N:35]=1)[CH3:29])([CH3:25])([CH3:24])[CH3:23], predict the reaction product. The product is: [C:22]([O:26][C:27](=[O:40])[N:28]([CH3:29])[C:30]1[C:31]2[N:32]([C:36]([C:7]3[CH:6]=[CH:5][N:4]=[C:3]([S:2][CH3:1])[N:8]=3)=[CH:37][N:38]=2)[CH:33]=[CH:34][N:35]=1)([CH3:25])([CH3:24])[CH3:23]. (7) Given the reactants C(=O)([O-])[O-].[Cs+].[Cs+].[CH3:7][N:8]1[C:13]2=[CH:14][NH:15][C:16]([C:17]3[S:18][CH:19]=[C:20]([CH3:22])[N:21]=3)=[C:12]2[C:11](=[O:23])[N:10]([CH3:24])[C:9]1=[O:25].Br[CH2:27][CH:28]([S:41][C:42]([C:55]1[CH:60]=[CH:59][CH:58]=[CH:57][CH:56]=1)([C:49]1[CH:54]=[CH:53][CH:52]=[CH:51][CH:50]=1)[C:43]1[CH:48]=[CH:47][CH:46]=[CH:45][CH:44]=1)[CH2:29][N:30]1[C:38](=[O:39])[C:37]2[C:32](=[CH:33][CH:34]=[CH:35][CH:36]=2)[C:31]1=[O:40], predict the reaction product. The product is: [O:39]=[C:38]1[C:37]2[C:32](=[CH:33][CH:34]=[CH:35][CH:36]=2)[C:31](=[O:40])[N:30]1[CH2:29][CH:28]([S:41][C:42]([C:49]1[CH:54]=[CH:53][CH:52]=[CH:51][CH:50]=1)([C:43]1[CH:44]=[CH:45][CH:46]=[CH:47][CH:48]=1)[C:55]1[CH:60]=[CH:59][CH:58]=[CH:57][CH:56]=1)[CH2:27][N:15]1[C:16]([C:17]2[S:18][CH:19]=[C:20]([CH3:22])[N:21]=2)=[C:12]2[C:13]([N:8]([CH3:7])[C:9](=[O:25])[N:10]([CH3:24])[C:11]2=[O:23])=[CH:14]1. (8) Given the reactants FC1C=C(C2C=C([CH2:20][O:21][S:22]([CH3:25])(=[O:24])=[O:23])C(=O)N(CC(C)C)N=2)C=CC=1C.O[C:27]1[C:28](=[O:48])[N:29]([CH2:44][CH:45]([CH3:47])[CH3:46])[N:30]=[C:31]([C:34]2[CH:39]=[CH:38][C:37]([C:40]([F:43])([F:42])[F:41])=[CH:36][CH:35]=2)[C:32]=1C, predict the reaction product. The product is: [CH2:44]([N:29]1[C:28](=[O:48])[C:27]([CH2:20][O:21][S:22]([CH3:25])(=[O:24])=[O:23])=[CH:32][C:31]([C:34]2[CH:35]=[CH:36][C:37]([C:40]([F:42])([F:41])[F:43])=[CH:38][CH:39]=2)=[N:30]1)[CH:45]([CH3:46])[CH3:47]. (9) Given the reactants [Cl:1][C:2]1[CH:7]=[CH:6][C:5]([C:8]2[N:12]([CH:13]([CH:16]3[CH2:21][CH2:20][CH2:19][CH2:18][CH2:17]3)[CH2:14][OH:15])[C:11]3[CH:22]=[C:23]([F:27])[C:24]([F:26])=[CH:25][C:10]=3[N:9]=2)=[CH:4][CH:3]=1.[C:28]1(O)[CH:33]=[CH:32][CH:31]=[CH:30][CH:29]=1.C(P(CCCC)CCCC)CCC.CN(C)C(N=NC(N(C)C)=O)=O, predict the reaction product. The product is: [Cl:1][C:2]1[CH:7]=[CH:6][C:5]([C:8]2[N:12]([CH:13]([CH:16]3[CH2:17][CH2:18][CH2:19][CH2:20][CH2:21]3)[CH2:14][O:15][C:28]3[CH:33]=[CH:32][CH:31]=[CH:30][CH:29]=3)[C:11]3[CH:22]=[C:23]([F:27])[C:24]([F:26])=[CH:25][C:10]=3[N:9]=2)=[CH:4][CH:3]=1. (10) Given the reactants C(OC([N:8]([CH3:18])[C@@H:9]([CH2:13][C:14]([CH3:17])([CH3:16])C)[C:10]([OH:12])=O)=O)(C)(C)C.[F:19][C:20]([F:38])([F:37])[O:21][C:22]1[CH:27]=[CH:26][C:25]([N:28]2[CH2:32][C@@H:31]3[C@@H:33]([NH2:36])[CH2:34][CH2:35][C@@H:30]3[CH2:29]2)=[CH:24][CH:23]=1.FC(F)(F)C1N=C(N2C[C@@H]3[C@@H](N)CC[C@@H]3C2)C=CC=1, predict the reaction product. The product is: [CH:14]1([CH2:13][C@@H:9]([C:10]([NH:36][C@@H:33]2[C@@H:31]3[C@@H:30]([CH2:29][N:28]([C:25]4[CH:24]=[CH:23][C:22]([O:21][C:20]([F:38])([F:19])[F:37])=[CH:27][CH:26]=4)[CH2:32]3)[CH2:35][CH2:34]2)=[O:12])[NH:8][CH3:18])[CH2:16][CH2:17]1.